This data is from HIV replication inhibition screening data with 41,000+ compounds from the AIDS Antiviral Screen. The task is: Binary Classification. Given a drug SMILES string, predict its activity (active/inactive) in a high-throughput screening assay against a specified biological target. (1) The molecule is CC1(C)CC(=O)C2=C(C1)NC(SCC(=O)O)=C(C#N)C2c1ccc(Br)cc1. The result is 0 (inactive). (2) The result is 0 (inactive). The drug is CNCC(=O)NC(CO)C(=O)NC1C(C(N)=O)OC(n2ccc(=N)[nH]c2=O)C(O)C1O. (3) The compound is CCC(c1nc2ccccc2c(=O)n1NC(=O)C(C)(C)C)C1(O)CCCCC1. The result is 0 (inactive). (4) The drug is COC(CN(C(=O)c1ccccc1)C1CCC2(SCCS2)c2[nH]c3ccccc3c21)OC. The result is 0 (inactive). (5) The molecule is CCOc1ccccc1C1N2CCN(CC2)C(c2ccccc2OCC)N2CCN1CC2. The result is 0 (inactive). (6) The compound is COC(=O)c1ccc(C)cc1CC1Cc2cccc(C)c2C1=O. The result is 0 (inactive). (7) The drug is O=c1[nH]n2c(=O)cc[nH]c2c1-c1nnns1. The result is 0 (inactive). (8) The compound is Clc1nc2cc3c(cc2n2cccc12)oc1ccccc13. The result is 0 (inactive).